From a dataset of Reaction yield outcomes from USPTO patents with 853,638 reactions. Predict the reaction yield, written as a fraction of the theoretical maximum amount of product (1.0 means a 100% yield; for example, 0.34 means a 34% yield). (1) The reactants are [NH:1]1[CH:5]=[CH:4][CH:3]=[N:2]1.Br[C:7]1[C:16]2[C:11](=[CH:12][CH:13]=[C:14]([O:17][CH3:18])[CH:15]=2)[C:10]([OH:19])=[N:9][CH:8]=1. No catalyst specified. The product is [CH3:18][O:17][C:14]1[CH:15]=[C:16]2[C:11](=[CH:12][CH:13]=1)[C:10]([OH:19])=[N:9][CH:8]=[C:7]2[N:1]1[CH:5]=[CH:4][CH:3]=[N:2]1. The yield is 0.116. (2) The reactants are Cl[CH2:2][C:3]([NH:5][C:6]1[CH:25]=[CH:24][C:9]2[N:10]=[C:11]([NH:14][C@H:15]3[C:23]4[C:18](=[CH:19][CH:20]=[CH:21][CH:22]=4)[CH2:17][CH2:16]3)[O:12][CH2:13][C:8]=2[CH:7]=1)=[O:4].[CH3:26][N:27]1[CH2:32][CH2:31][NH:30][CH2:29][CH2:28]1. The catalyst is C(OCC)(=O)C. The product is [C@H:15]1([NH:14][C:11]2[O:12][CH2:13][C:8]3[CH:7]=[C:6]([NH:5][C:3](=[O:4])[CH2:2][N:30]4[CH2:31][CH2:32][N:27]([CH3:26])[CH2:28][CH2:29]4)[CH:25]=[CH:24][C:9]=3[N:10]=2)[C:23]2[C:18](=[CH:19][CH:20]=[CH:21][CH:22]=2)[CH2:17][CH2:16]1. The yield is 0.340.